This data is from NCI-60 drug combinations with 297,098 pairs across 59 cell lines. The task is: Regression. Given two drug SMILES strings and cell line genomic features, predict the synergy score measuring deviation from expected non-interaction effect. (1) Drug 1: CN(C)N=NC1=C(NC=N1)C(=O)N. Drug 2: CC=C1C(=O)NC(C(=O)OC2CC(=O)NC(C(=O)NC(CSSCCC=C2)C(=O)N1)C(C)C)C(C)C. Cell line: 786-0. Synergy scores: CSS=8.84, Synergy_ZIP=-9.22, Synergy_Bliss=-6.05, Synergy_Loewe=-26.5, Synergy_HSA=-5.59. (2) Drug 1: C1=NC2=C(N=C(N=C2N1C3C(C(C(O3)CO)O)O)F)N. Drug 2: CN(CCCl)CCCl.Cl. Cell line: SR. Synergy scores: CSS=37.0, Synergy_ZIP=1.10, Synergy_Bliss=0.104, Synergy_Loewe=-26.3, Synergy_HSA=-1.21. (3) Drug 1: CCC1=CC2CC(C3=C(CN(C2)C1)C4=CC=CC=C4N3)(C5=C(C=C6C(=C5)C78CCN9C7C(C=CC9)(C(C(C8N6C)(C(=O)OC)O)OC(=O)C)CC)OC)C(=O)OC.C(C(C(=O)O)O)(C(=O)O)O. Cell line: HCT116. Synergy scores: CSS=31.8, Synergy_ZIP=-7.54, Synergy_Bliss=-13.8, Synergy_Loewe=-22.9, Synergy_HSA=-12.6. Drug 2: C#CCC(CC1=CN=C2C(=N1)C(=NC(=N2)N)N)C3=CC=C(C=C3)C(=O)NC(CCC(=O)O)C(=O)O. (4) Drug 1: CCC1=CC2CC(C3=C(CN(C2)C1)C4=CC=CC=C4N3)(C5=C(C=C6C(=C5)C78CCN9C7C(C=CC9)(C(C(C8N6C)(C(=O)OC)O)OC(=O)C)CC)OC)C(=O)OC.C(C(C(=O)O)O)(C(=O)O)O. Drug 2: CS(=O)(=O)OCCCCOS(=O)(=O)C. Cell line: NCIH23. Synergy scores: CSS=32.1, Synergy_ZIP=-0.496, Synergy_Bliss=3.26, Synergy_Loewe=-3.56, Synergy_HSA=3.90. (5) Drug 1: C1=C(C(=O)NC(=O)N1)N(CCCl)CCCl. Drug 2: C1C(C(OC1N2C=NC3=C2NC=NCC3O)CO)O. Cell line: OVCAR-4. Synergy scores: CSS=2.63, Synergy_ZIP=-2.31, Synergy_Bliss=-2.52, Synergy_Loewe=-1.33, Synergy_HSA=-1.48. (6) Drug 1: CC1=C(C(=CC=C1)Cl)NC(=O)C2=CN=C(S2)NC3=CC(=NC(=N3)C)N4CCN(CC4)CCO. Drug 2: C(CCl)NC(=O)N(CCCl)N=O. Cell line: SK-MEL-28. Synergy scores: CSS=8.18, Synergy_ZIP=-1.65, Synergy_Bliss=0.785, Synergy_Loewe=0.495, Synergy_HSA=1.11. (7) Drug 1: CS(=O)(=O)C1=CC(=C(C=C1)C(=O)NC2=CC(=C(C=C2)Cl)C3=CC=CC=N3)Cl. Drug 2: CC1=C(C=C(C=C1)NC(=O)C2=CC=C(C=C2)CN3CCN(CC3)C)NC4=NC=CC(=N4)C5=CN=CC=C5. Cell line: NCIH23. Synergy scores: CSS=2.27, Synergy_ZIP=-2.11, Synergy_Bliss=-4.55, Synergy_Loewe=-5.29, Synergy_HSA=-5.24.